Dataset: Full USPTO retrosynthesis dataset with 1.9M reactions from patents (1976-2016). Task: Predict the reactants needed to synthesize the given product. (1) Given the product [CH2:1]([O:3][C:4]([C:6]1[C:11](=[O:12])[NH:10][C:9]([S:13][CH3:14])=[N:8][C:7]=1[C:15]1[CH:16]=[CH:17][CH:18]=[CH:19][CH:20]=1)=[O:5])[CH3:2], predict the reactants needed to synthesize it. The reactants are: [CH2:1]([O:3][C:4]([CH:6]1[C:11](=[O:12])[NH:10][C:9]([S:13][CH3:14])=[N:8][CH:7]1[C:15]1[CH:20]=[CH:19][CH:18]=[CH:17][CH:16]=1)=[O:5])[CH3:2].ClC1C(=O)C(C#N)=C(C#N)C(=O)C=1Cl. (2) The reactants are: [OH:1][C:2]1[N:3]=[N:4][C:5]([C:9]([OH:11])=O)=[C:6]([OH:8])[N:7]=1.[NH3:12]. Given the product [O:1]=[C:2]1[NH:7][C:6](=[O:8])[C:5]([C:9]([NH2:12])=[O:11])=[N:4][NH:3]1, predict the reactants needed to synthesize it. (3) Given the product [NH2:1][C@H:2]([C:20]([N:22]1[CH2:61][CH2:60][CH2:59][C@H:23]1[C:24]([NH:26][C@H:27]([C:29]([NH:31][C@H:32]([C:49]([OH:51])=[O:50])[CH2:33][CH2:34][CH2:35][CH2:36][NH2:37])=[O:30])[CH3:28])=[O:25])=[O:21])[CH2:3][CH2:4][CH2:5][NH:6][C:7](=[NH:8])[NH2:19], predict the reactants needed to synthesize it. The reactants are: [NH:1](C(OC(C)(C)C)=O)[C@H:2]([C:20]([N:22]1[CH2:61][CH2:60][CH2:59][C@H:23]1[C:24]([NH:26][C@H:27]([C:29]([NH:31][C@H:32]([C:49]([O:51]CC1C=CC=CC=1)=[O:50])[CH2:33][CH2:34][CH2:35][CH2:36][NH:37]C(OCC1C=CC=CC=1Cl)=O)=[O:30])[CH3:28])=[O:25])=[O:21])[CH2:3][CH2:4][CH2:5][NH:6][C:7](=[NH:19])[NH:8]S(C1C=CC(C)=CC=1)(=O)=O.C1(OC)C=CC=CC=1. (4) Given the product [Br:1][C:2]1[CH:9]=[C:8]([F:10])[CH:7]=[C:6]([CH3:11])[C:3]=1[C:4]([NH2:5])=[O:13], predict the reactants needed to synthesize it. The reactants are: [Br:1][C:2]1[CH:9]=[C:8]([F:10])[CH:7]=[C:6]([CH3:11])[C:3]=1[C:4]#[N:5].S(=O)(=O)(O)[OH:13]. (5) Given the product [Br:1][C:2]1[CH:3]=[C:4]([NH2:18])[C:5]([NH:9][CH2:10][C@H:11]2[CH2:15][O:14][C:13]([CH3:16])([CH3:17])[O:12]2)=[N:6][C:7]=1[CH3:8], predict the reactants needed to synthesize it. The reactants are: [Br:1][C:2]1[CH:3]=[C:4]([N+:18]([O-])=O)[C:5]([NH:9][CH2:10][C@H:11]2[CH2:15][O:14][C:13]([CH3:17])([CH3:16])[O:12]2)=[N:6][C:7]=1[CH3:8].[Cl-].[NH4+]. (6) Given the product [Cl:27][C:22]1[CH:23]=[C:24]([O:4][CH:3]([C:5]2[CH:10]=[CH:9][CH:8]=[CH:7][C:6]=2[C:11]2[CH:15]=[C:14]([CH3:16])[S:13][CH:12]=2)[C:2]([F:1])([F:17])[F:18])[N:25]=[C:20]([NH2:19])[N:21]=1, predict the reactants needed to synthesize it. The reactants are: [F:1][C:2]([F:18])([F:17])[CH:3]([C:5]1[CH:10]=[CH:9][CH:8]=[CH:7][C:6]=1[C:11]1[CH:15]=[C:14]([CH3:16])[S:13][CH:12]=1)[OH:4].[NH2:19][C:20]1[N:25]=[C:24](Cl)[CH:23]=[C:22]([Cl:27])[N:21]=1.C(=O)([O-])[O-].[Cs+].[Cs+].O1CCOCC1. (7) Given the product [CH3:52][S:49]([N:48]1[C:43]2[C:42](=[CH:47][CH:46]=[CH:45][CH:44]=2)[CH:36]=[C:35]1[CH2:34][O:33][CH:18]1[CH:17]([C:14]2[CH:13]=[CH:12][C:11]([O:10][CH2:9][CH2:8][CH2:7][O:6][CH2:5][C:4]3[CH:37]=[CH:38][CH:39]=[CH:40][C:3]=3[O:2][CH3:1])=[CH:16][CH:15]=2)[CH2:22][CH2:21][N:20]([C:23]([O:25][CH2:26][C:27]2[CH:32]=[CH:31][CH:30]=[CH:29][CH:28]=2)=[O:24])[CH2:19]1)(=[O:51])=[O:50], predict the reactants needed to synthesize it. The reactants are: [CH3:1][O:2][C:3]1[CH:40]=[CH:39][CH:38]=[CH:37][C:4]=1[CH2:5][O:6][CH2:7][CH2:8][CH2:9][O:10][C:11]1[CH:16]=[CH:15][C:14]([CH:17]2[CH2:22][CH2:21][N:20]([C:23]([O:25][CH2:26][C:27]3[CH:32]=[CH:31][CH:30]=[CH:29][CH:28]=3)=[O:24])[CH2:19][CH:18]2[O:33][CH2:34][C:35]#[CH:36])=[CH:13][CH:12]=1.I[C:42]1[CH:47]=[CH:46][CH:45]=[CH:44][C:43]=1[NH:48][S:49]([CH3:52])(=[O:51])=[O:50].O. (8) Given the product [Br:26][C:10]1[N:9]=[C:8]([C@H:11]2[CH2:12][CH2:13][C@H:14]([N:17]3[CH2:18][CH2:19][N:20]([C:23](=[O:25])[CH3:24])[CH2:21][CH2:22]3)[CH2:15][CH2:16]2)[N:4]2[CH:5]=[CH:6][N:7]=[C:2]([CH3:1])[C:3]=12, predict the reactants needed to synthesize it. The reactants are: [CH3:1][C:2]1[C:3]2[N:4]([C:8]([C@H:11]3[CH2:16][CH2:15][C@H:14]([N:17]4[CH2:22][CH2:21][N:20]([C:23](=[O:25])[CH3:24])[CH2:19][CH2:18]4)[CH2:13][CH2:12]3)=[N:9][CH:10]=2)[CH:5]=[CH:6][N:7]=1.[Br:26]N1C(=O)CCC1=O. (9) Given the product [C:1]([OH:14])(=[O:13])[CH2:2][CH2:3][CH2:4][CH2:5][CH2:6][CH2:7][CH2:8][CH2:9][CH2:10][CH2:11][CH3:12], predict the reactants needed to synthesize it. The reactants are: [C:1]([O:14]C)(=[O:13])[CH2:2][CH2:3][CH2:4][CH2:5][CH2:6][CH2:7][CH2:8][CH2:9][CH2:10][CH2:11][CH3:12].